From a dataset of Full USPTO retrosynthesis dataset with 1.9M reactions from patents (1976-2016). Predict the reactants needed to synthesize the given product. (1) Given the product [CH3:12][O:11][C:7]1[C:8]([CH3:10])=[CH:9][C:4]([CH2:3][OH:2])=[CH:5][C:6]=1[CH3:13], predict the reactants needed to synthesize it. The reactants are: C[O:2][C:3](=O)[C:4]1[CH:9]=[C:8]([CH3:10])[C:7]([O:11][CH3:12])=[C:6]([CH3:13])[CH:5]=1.[H-].[Al+3].[Li+].[H-].[H-].[H-]. (2) The reactants are: SC[CH:14]([S:15]C(CS)[CH2:11][S:12][CH2:13][CH2:14][SH:15])[CH2:13][S:12][CH2:11]CS. Given the product [S:12]1[CH2:11][CH:13]1[CH2:14][S:15][S:15][CH2:14][CH:13]1[S:12][CH2:11]1, predict the reactants needed to synthesize it. (3) Given the product [Cl:19][C:16]1[CH:17]=[CH:18][C:13]([CH2:12][CH2:11][CH2:10][N:8]([CH3:9])[C:6]2[N:7]=[C:2]([N:36]3[CH2:37][CH2:38][N:33]([CH2:32][CH2:31][OH:30])[CH2:34][CH2:35]3)[N:3]=[C:4]([NH:20][CH2:21][CH2:22][C:23]3[CH:28]=[CH:27][C:26]([OH:29])=[CH:25][CH:24]=3)[N:5]=2)=[CH:14][CH:15]=1, predict the reactants needed to synthesize it. The reactants are: Cl[C:2]1[N:7]=[C:6]([N:8]([CH2:10][CH2:11][CH2:12][C:13]2[CH:18]=[CH:17][C:16]([Cl:19])=[CH:15][CH:14]=2)[CH3:9])[N:5]=[C:4]([NH:20][CH2:21][CH2:22][C:23]2[CH:28]=[CH:27][C:26]([OH:29])=[CH:25][CH:24]=2)[N:3]=1.[OH:30][CH2:31][CH2:32][N:33]1[CH2:38][CH2:37][NH:36][CH2:35][CH2:34]1.CC#N.C(O)(C(F)(F)F)=O. (4) Given the product [CH:1]([N:4]1[CH2:10][CH2:9][CH2:8][N:7]([C:11]([CH:13]2[CH2:14][CH2:15][N:16]([C:23]([O:21][C:20]([CH3:37])([CH3:22])[CH3:19])=[O:25])[CH2:17][CH2:18]2)=[O:12])[CH2:6][CH2:5]1)([CH3:3])[CH3:2], predict the reactants needed to synthesize it. The reactants are: [CH:1]([N:4]1[CH2:10][CH2:9][CH2:8][N:7]([C:11]([CH:13]2[CH2:18][CH2:17][NH:16][CH2:15][CH2:14]2)=[O:12])[CH2:6][CH2:5]1)([CH3:3])[CH3:2].[CH3:19][C:20]([CH3:22])=[O:21].[C:23](O[BH-](OC(=O)C)OC(=O)C)(=[O:25])C.[Na+].[CH2:37](Cl)Cl. (5) Given the product [Cl:1][C:2]1[C:7]([C:8]([NH:10][C:11]2[CH:12]=[C:13]3[C:19]([O:20][CH3:21])=[N:18][NH:17][C:14]3=[N:15][CH:16]=2)=[O:9])=[C:6]([F:31])[C:5]([NH:32][S:33]([CH2:36][CH2:37][CH2:38][O:39][C:40]2[CH:41]=[CH:42][C:43]([O:46][CH3:47])=[CH:44][CH:45]=2)(=[O:35])=[O:34])=[CH:4][CH:3]=1, predict the reactants needed to synthesize it. The reactants are: [Cl:1][C:2]1[C:7]([C:8]([NH:10][C:11]2[CH:12]=[C:13]3[C:19]([O:20][CH3:21])=[N:18][N:17](CC4C=CC(OC)=CC=4)[C:14]3=[N:15][CH:16]=2)=[O:9])=[C:6]([F:31])[C:5]([NH:32][S:33]([CH2:36][CH2:37][CH2:38][O:39][C:40]2[CH:45]=[CH:44][C:43]([O:46][CH3:47])=[CH:42][CH:41]=2)(=[O:35])=[O:34])=[CH:4][CH:3]=1.C(O)(C(F)(F)F)=O. (6) Given the product [Br:22][C:19]([CH3:21])([CH3:20])[C:18]([NH:17][C:14]1[CH:15]=[CH:16][C:11]([CH2:10][C@@H:9]([C:24]([OH:26])=[O:25])[NH2:8])=[CH:12][CH:13]=1)=[O:23], predict the reactants needed to synthesize it. The reactants are: C([NH:8][C@H:9]([C:24]([OH:26])=[O:25])[CH2:10][C:11]1[CH:16]=[CH:15][C:14]([NH:17][C:18](=[O:23])[C:19]([Br:22])([CH3:21])[CH3:20])=[CH:13][CH:12]=1)(OC(C)(C)C)=O.